From a dataset of Forward reaction prediction with 1.9M reactions from USPTO patents (1976-2016). Predict the product of the given reaction. (1) Given the reactants [C:1]([O:5][C:6]([N:8]1[CH2:13][CH2:12][CH:11]([C:14]2[CH:19]=[CH:18][CH:17]=[CH:16][C:15]=2[CH2:20][OH:21])[CH2:10][CH2:9]1)=[O:7])([CH3:4])([CH3:3])[CH3:2].C1N2CCN(CC2)C1.C(Cl)Cl.[S:33](Cl)([C:36]1[CH:42]=[CH:41][C:39]([CH3:40])=[CH:38][CH:37]=1)(=[O:35])=[O:34], predict the reaction product. The product is: [C:1]([O:5][C:6]([N:8]1[CH2:13][CH2:12][CH:11]([C:14]2[CH:19]=[CH:18][CH:17]=[CH:16][C:15]=2[CH2:20][O:21][S:33]([C:36]2[CH:42]=[CH:41][C:39]([CH3:40])=[CH:38][CH:37]=2)(=[O:35])=[O:34])[CH2:10][CH2:9]1)=[O:7])([CH3:4])([CH3:2])[CH3:3]. (2) Given the reactants C1N(CCS(O)(=O)=O)CCOC1.SC[C@H]([C@@H](CS)O)O.[P:21]([O-:34])([O-:33])([O:23][C:24]1[CH:29]=[CH:28][C:27]([N+:30]([O-:32])=[O:31])=[CH:26][CH:25]=1)=[O:22].[OH-].[Na+:36], predict the reaction product. The product is: [CH:28]1[C:27]([N+:30]([O-:32])=[O:31])=[CH:26][CH:25]=[C:24]([O:23][P:21]([O-:33])([O-:34])=[O:22])[CH:29]=1.[Na+:36].[Na+:36]. (3) The product is: [O:9]1[CH2:14][CH2:13][CH:12]([O:15][C:2]2[CH:7]=[CH:6][C:5]([Br:8])=[CH:4][N:3]=2)[CH2:11][CH2:10]1. Given the reactants Br[C:2]1[CH:7]=[CH:6][C:5]([Br:8])=[CH:4][N:3]=1.[O:9]1[CH2:14][CH2:13][CH:12]([OH:15])[CH2:11][CH2:10]1, predict the reaction product. (4) Given the reactants [CH:1]1(Br)[CH2:6][CH2:5][CH2:4][CH2:3][CH2:2]1.C([O-])([O-])=O.[K+].[K+].[F:14][C:15]1[CH:16]=[C:17]2[C:21](=[CH:22][CH:23]=1)[NH:20][C:19]([CH3:24])=[C:18]2[C:25]1[C:30]2[CH:31]=[CH:32][CH:33]=[CH:34][C:29]=2[S:28](=[O:36])(=[O:35])[NH:27][N:26]=1.Br[CH2:38][C:39]([O:41][C:42]([CH3:45])([CH3:44])[CH3:43])=[O:40], predict the reaction product. The product is: [C:42]([O:41][C:39](=[O:40])[CH2:38][N:20]1[C:21]2[C:17](=[CH:16][C:15]([F:14])=[CH:23][CH:22]=2)[C:18]([C:25]2[C:30]3[CH:31]=[CH:32][CH:33]=[CH:34][C:29]=3[S:28](=[O:35])(=[O:36])[N:27]([CH:1]3[CH2:6][CH2:5][CH2:4][CH2:3][CH2:2]3)[N:26]=2)=[C:19]1[CH3:24])([CH3:45])([CH3:44])[CH3:43]. (5) Given the reactants [Cl:1][C:2]1[CH:3]=[C:4]([NH:8][C:9]2[N:10]([C:19]3[CH:24]=[CH:23][C:22]([Cl:25])=[CH:21][CH:20]=3)[N:11]=[C:12]3[C:17]=2[CH:16]=[CH:15][C:14]([F:18])=[CH:13]3)[CH:5]=[CH:6][CH:7]=1.[CH:26]1([N:32]=[C:33]=[O:34])[CH2:31][CH2:30][CH2:29][CH2:28][CH2:27]1.CCN(CC)CC, predict the reaction product. The product is: [Cl:1][C:2]1[CH:3]=[C:4]([N:8]([C:9]2[N:10]([C:19]3[CH:24]=[CH:23][C:22]([Cl:25])=[CH:21][CH:20]=3)[N:11]=[C:12]3[C:17]=2[CH:16]=[CH:15][C:14]([F:18])=[CH:13]3)[C:33]([NH:32][CH:26]2[CH2:31][CH2:30][CH2:29][CH2:28][CH2:27]2)=[O:34])[CH:5]=[CH:6][CH:7]=1. (6) Given the reactants [CH3:1][O:2][C:3](=[O:19])[CH2:4][C:5]1[CH:10]=[CH:9][C:8]([NH:11][C:12]2[CH:17]=[CH:16][N:15]=[CH:14][C:13]=2[NH2:18])=[CH:7][CH:6]=1.[CH:20](OCC)(OCC)OCC, predict the reaction product. The product is: [CH3:1][O:2][C:3](=[O:19])[CH2:4][C:5]1[CH:6]=[CH:7][C:8]([N:11]2[C:12]3[CH:17]=[CH:16][N:15]=[CH:14][C:13]=3[N:18]=[CH:20]2)=[CH:9][CH:10]=1.